This data is from Full USPTO retrosynthesis dataset with 1.9M reactions from patents (1976-2016). The task is: Predict the reactants needed to synthesize the given product. (1) The reactants are: [Br:1][C:2]1[CH:3]=[CH:4][C:5]2[C:6](=O)[C:7](=[O:17])[C:8]3[C:13]([C:14]=2[CH:15]=1)=[CH:12][C:11]([Br:16])=[CH:10][CH:9]=3.C[Mg]Cl.[C:22]([OH:25])(=O)[CH3:23]. Given the product [Br:1][C:2]1[CH:3]=[CH:4][C:5]2[C:22]([OH:25])([CH3:23])[C:7]([OH:17])([CH3:6])[C:8]3[C:13]([C:14]=2[CH:15]=1)=[CH:12][C:11]([Br:16])=[CH:10][CH:9]=3, predict the reactants needed to synthesize it. (2) Given the product [O:15]1[CH2:16][CH2:17][O:18][C:19]2[CH:24]=[C:23]([C:25]3[NH:6][C:4](=[O:5])[C:3]4[C:2](=[CH:10][C:9]([O:11][CH3:12])=[C:8]([O:13][CH3:14])[CH:7]=4)[N:1]=3)[CH:22]=[CH:21][C:20]1=2, predict the reactants needed to synthesize it. The reactants are: [NH2:1][C:2]1[CH:10]=[C:9]([O:11][CH3:12])[C:8]([O:13][CH3:14])=[CH:7][C:3]=1[C:4]([NH2:6])=[O:5].[O:15]1[C:20]2[CH:21]=[CH:22][C:23]([CH:25]=O)=[CH:24][C:19]=2[O:18][CH2:17][CH2:16]1.COC1C=C(OC)C=C2C=1C(=O)NC(C1C=CC=CN=1)=N2. (3) The reactants are: [NH2:1][C@H:2]([C:6]([NH2:8])=[O:7])[CH:3]([CH3:5])[CH3:4].[CH2:9]1[CH2:15][S:12](=[O:14])(=[O:13])[O:11][CH2:10]1. Given the product [C:6]([C@@H:2]([NH:1][CH2:10][CH2:9][CH2:15][S:12]([OH:14])(=[O:13])=[O:11])[CH:3]([CH3:5])[CH3:4])(=[O:7])[NH2:8], predict the reactants needed to synthesize it. (4) Given the product [C:22]([C:21]1[CH:24]=[CH:25][C:18]([C:2]2[CH:3]=[CH:4][CH:5]=[CH:6][CH:7]=2)=[CH:19][CH:20]=1)#[N:23], predict the reactants needed to synthesize it. The reactants are: [Li][C:2]1[CH:3]=[CH:4][CH:5]=[CH:6][CH:7]=1.O(CCCC)CCCC.I[C:18]1[CH:25]=[CH:24][C:21]([C:22]#[N:23])=[CH:20][CH:19]=1. (5) Given the product [N:35]1[CH:36]=[CH:37][CH:38]=[CH:39][C:34]=1[C:2]1[CH:3]=[C:4]([N:8]2[C:12]3[CH:13]=[CH:14][C:15]([CH2:17][N:18]4[C:19](=[O:28])[C:20]5[C:25](=[CH:24][CH:23]=[CH:22][CH:21]=5)[C:26]4=[O:27])=[CH:16][C:11]=3[N:10]=[CH:9]2)[CH:5]=[CH:6][CH:7]=1, predict the reactants needed to synthesize it. The reactants are: Br[C:2]1[CH:3]=[C:4]([N:8]2[C:12]3[CH:13]=[CH:14][C:15]([CH2:17][N:18]4[C:26](=[O:27])[C:25]5[C:20](=[CH:21][CH:22]=[CH:23][CH:24]=5)[C:19]4=[O:28])=[CH:16][C:11]=3[N:10]=[CH:9]2)[CH:5]=[CH:6][CH:7]=1.C([Sn](CCCC)(CCCC)[C:34]1[CH:39]=[CH:38][CH:37]=[CH:36][N:35]=1)CCC. (6) Given the product [F:1][C:2]1[CH:7]=[CH:6][C:5]([C:8]2[C:9](=[O:10])[N:11]3[CH2:15][CH:14]([O:16][C:17]([N:19]4[CH2:24][CH2:23][O:22][CH2:21][CH2:20]4)=[O:18])[CH2:13][N:12]3[C:25]=2[C:27]2[CH:32]=[CH:31][N:30]=[C:29]([O:33][C:34]3[CH:35]=[CH:36][CH:37]=[CH:38][CH:39]=3)[N:28]=2)=[CH:4][CH:3]=1, predict the reactants needed to synthesize it. The reactants are: [F:1][C:2]1[CH:7]=[CH:6][C:5]([CH2:8][C:9]([N:11]2[CH2:15][CH:14]([O:16][C:17]([N:19]3[CH2:24][CH2:23][O:22][CH2:21][CH2:20]3)=[O:18])[CH2:13][N:12]2[C:25]([C:27]2[CH:32]=[CH:31][N:30]=[C:29]([O:33][C:34]3[CH:39]=[CH:38][CH:37]=[CH:36][CH:35]=3)[N:28]=2)=O)=[O:10])=[CH:4][CH:3]=1.[H-].[Na+]. (7) Given the product [OH:37][C@@H:32]1[CH2:33][CH2:34][CH2:35][CH2:36][C@H:31]1[NH:30][C:11](=[O:29])[C:12]1[CH:17]=[C:16]([C:18]2[CH:19]=[CH:20][C:21]([C:24]([F:25])([F:26])[F:27])=[CH:22][CH:23]=2)[C:15]([CH2:2][CH2:1][C:3]2[N:7]([CH3:8])[CH:6]=[N:5][CH:4]=2)=[N:14][CH:13]=1, predict the reactants needed to synthesize it. The reactants are: [C:1]([C:3]1[N:7]([CH3:8])[CH:6]=[N:5][CH:4]=1)#[CH:2].CO[C:11](=[O:29])[C:12]1[CH:17]=[C:16]([C:18]2[CH:23]=[CH:22][C:21]([C:24]([F:27])([F:26])[F:25])=[CH:20][CH:19]=2)[C:15](Cl)=[N:14][CH:13]=1.[NH2:30][C@@H:31]1[CH2:36][CH2:35][CH2:34][CH2:33][C@H:32]1[OH:37]. (8) Given the product [CH3:39][NH:38][C:34]1[N:33]=[C:32]([C:31]2[C:26]([O:25][C:22]3[CH:23]=[CH:24][C:19]([NH:18][C:16](=[O:17])[C:15]4[CH:40]=[CH:41][CH:42]=[N:43][C:14]=4[NH:1][C:2]4[CH:7]=[CH:6][CH:5]=[CH:4][CH:3]=4)=[CH:20][CH:21]=3)=[N:27][CH:28]=[CH:29][CH:30]=2)[CH:37]=[CH:36][N:35]=1, predict the reactants needed to synthesize it. The reactants are: [NH2:1][C:2]1[CH:7]=[CH:6][CH:5]=[CH:4][CH:3]=1.O1CCCC1.F[C:14]1[N:43]=[CH:42][CH:41]=[CH:40][C:15]=1[C:16]([NH:18][C:19]1[CH:24]=[CH:23][C:22]([O:25][C:26]2[C:31]([C:32]3[CH:37]=[CH:36][N:35]=[C:34]([NH:38][CH3:39])[N:33]=3)=[CH:30][CH:29]=[CH:28][N:27]=2)=[CH:21][CH:20]=1)=[O:17].Cl. (9) Given the product [CH3:1][C:2]1[C:7]([C:8]2[CH:9]=[CH:10][C:11]([C:14]([OH:16])=[O:15])=[CH:12][CH:13]=2)=[CH:6][C:5]([C:18]([NH:20][CH2:21][CH2:22][CH3:23])=[O:19])=[CH:4][CH:3]=1, predict the reactants needed to synthesize it. The reactants are: [CH3:1][C:2]1[C:7]([C:8]2[CH:13]=[CH:12][C:11]([C:14]([O:16]C)=[O:15])=[CH:10][CH:9]=2)=[CH:6][C:5]([C:18]([NH:20][CH2:21][CH2:22][CH3:23])=[O:19])=[CH:4][CH:3]=1.[OH-].[Na+]. (10) Given the product [CH2:19]([NH:18][S:15]([C:12]1[CH:11]=[CH:10][C:9]([C:7]2[N:8]=[C:4]([CH2:3][C:1]([NH2:2])=[O:26])[S:5][CH:6]=2)=[CH:14][CH:13]=1)(=[O:16])=[O:17])[CH2:20][CH:21]([CH3:23])[CH3:22], predict the reactants needed to synthesize it. The reactants are: [C:1]([CH2:3][C:4]1[S:5][CH:6]=[C:7]([C:9]2[CH:14]=[CH:13][C:12]([S:15]([NH:18][CH2:19][CH2:20][CH:21]([CH3:23])[CH3:22])(=[O:17])=[O:16])=[CH:11][CH:10]=2)[N:8]=1)#[N:2].N.S(=O)(=O)(O)[OH:26].